Dataset: Experimentally validated miRNA-target interactions with 360,000+ pairs, plus equal number of negative samples. Task: Binary Classification. Given a miRNA mature sequence and a target amino acid sequence, predict their likelihood of interaction. (1) The miRNA is hsa-miR-4661-3p with sequence CAGGAUCCACAGAGCUAGUCCA. The protein sequence of the target gene is MASSLLAGERLVRALGPGGELEPERLPRKLRAELEAALGKKHKGGDSSSGPQRLVSFRLIRDLHQHLRERDSKLYLHELLEGSEIYLPEVVKPPRNPELVARLEKIKIQLANEEYKRITRNVTCQDTRHGGTLSDLGKQVRSLKALVITIFNFIVTVVAAFVCTYLGSQYIFTEMASRVLAALIVASVVGLAELYVMVRAMEGELGEL. Result: 0 (no interaction). (2) The miRNA is hsa-miR-3155b with sequence CCAGGCUCUGCAGUGGGA. The protein sequence of the target gene is MNFLRGVMGGQSAGPQHTEAETIQKLCDRVASSTLLDDRRNAVRALKSLSKKYRLEVGIQAMEHLIHVLQTDRSDSEIIGYALDTLYNIISNEEEEEVEENSTRQSEDLGSQFTEIFIKQQENVTLLLSLLEEFDFHVRWPGVKLLTSLLKQLGPQVQQIILVSPMGVSRLMDLLADSREVIRNDGVLLLQALTRSNGAIQKIVAFENAFERLLDIISEEGNSDGGIVVEDCLILLQNLLKNNNSNQNFFKEGSYIQRMKPWFEVGDENSGWSAQKVTNLHLMLQLVRVLVSPTNPPGAT.... Result: 0 (no interaction). (3) The miRNA is mmu-miR-721 with sequence CAGUGCAAUUAAAAGGGGGAA. The protein sequence of the target gene is MTRRRSAPASWLLVSLLGVATSLEVSESPGSVQVARGQTAVLPCAFSTSAALLNLNVIWMVIPLSNANQPEQVILYQGGQMFDGALRFHGRVGFTGTMPATNVSIFINNTQLSDTGTYQCLVNNLPDRGGRNIGVTGLTVLVPPSAPQCQIQGSQDLGSDVILLCSSEEGIPRPTYLWEKLDNTLKLPPTATQDQVQGTVTIRNISALSSGLYQCVASNAIGTSTCLLDLQVISPQPRSVGVIAGAVGTGAVLIVICLALISGAFFYWRSKNKEEEEEEIPNEIREDDLPPKCSSAKAFH.... Result: 0 (no interaction). (4) The miRNA is hsa-miR-6864-3p with sequence GUGAGACUUCUCUCCCUUCAG. The protein sequence of the target gene is MDGKPATRKGPDFCSLRYGLALIMHFSNFTMITQRVSLSIAIIAMVNTTQQQGLSNASTEGPVADAFNNSSISIKEFDTKASVYQWSPETQGIIFSSINYGIILTLIPSGYLAGIFGAKKMLGAGLLISSLLTLFTPLAADFGVILVIMVRTVQGMAQGMAWTGQFTIWAKWAPPLERSKLTTIAGSGSAFGSFIILCVGGLISQALSWPFIFYIFGSTGCVCCLLWFTVIYDDPMHHPCISVREKEHILSSLAQQPSSPGRAVPIKAMVTCLPLWAIFLGFFSHFWLCTIILTYLPTYI.... Result: 0 (no interaction). (5) The miRNA is hsa-miR-6871-5p with sequence CAUGGGAGUUCGGGGUGGUUGC. The protein sequence of the target gene is MLRCLYHWHRPVLNRRWSRLCLPKQYLFTMKLQSPEFQSLFTEGLKSLTELFVKENHELRIAGGAVRDLLNGVKPQDIDFATTATPTQMKEMFQSAGIRMINNRGEKHGTITARLHEENFEITTLRIDVTTDGRHAEVEFTTDWQKDAERRDLTINSMFLGFDGTLFDYFNGYEDLKNKKVRFVGHAKQRIQEDYLRILRYFRFYGRIVDKPGDHDPETLEAIAENAKGLAGISGERIWVELKKILVGNHVNHLIHLIYDLDVAPYIGLPANASLEEFDKVSKNVDGFSPKPVTLLASLF.... Result: 0 (no interaction). (6) The miRNA is hsa-miR-6878-5p with sequence AGGGAGAAAGCUAGAAGCUGAAG. The protein sequence of the target gene is MVKLDIHTLAHHLKQERLYVSSEKQLIQRLNADVLKTAEKLYRTAWIAKQQRINLDRLIITSAEASPAECCQHAKILEDTQFVDGYKQLGFQETAYGEFLSRLRENPRLIASSLVAGEKLNQENTQSVIYTVFTSLYGNCIMQEDESYLLQVLRYLIEFELKESDNPRRLLRRGTCAFSILFKLFSEGLFSAKLFLTATLHEPIMQLLVEDEDHLETDPNKLIERFSPAQQEKLFGEKGSDRFRQKVQEMVDSNEAKLVALVNKFIGYLKQNTYCFPHSLRWIVSQMYKTLSCVDRLEVG.... Result: 0 (no interaction). (7) The miRNA is hsa-miR-214-3p with sequence ACAGCAGGCACAGACAGGCAGU. The protein sequence of the target gene is MSSNSFPYNEQSGGGEATELGQEATSTISPSGAFGLFSSDLKKNEDLKQMLESNKDSAKLDAMKRIVGMIAKGKNASELFPAVVKNVASKNIEIKKLVYVYLVRYAEEQQDLALLSISTFQRALKDPNQLIRASALRVLSSIRVPIIVPIMMLAIKEASADLSPYVRKNAAHAIQKLYSLDPEQKEMLIEVIEKLLKDKSTLVAGSVVMAFEEVCPDRIDLIHKNYRKLCNLLVDVEEWGQVVIIHMLTRYARTQFVSPWKEGDELEDNGKNFYESDDDQKEKTDKKKKPYTMDPDHRLL.... Result: 1 (interaction).